This data is from Reaction yield outcomes from USPTO patents with 853,638 reactions. The task is: Predict the reaction yield, written as a fraction of the theoretical maximum amount of product (1.0 means a 100% yield; for example, 0.34 means a 34% yield). The reactants are [CH3:1][C:2]1[O:6][N:5]=[C:4]([C:7]2[CH:12]=[CH:11][CH:10]=[CH:9][CH:8]=2)[C:3]=1[C:13]1[O:17][C:16]([C:18]2[CH:23]=[CH:22][C:21]([N:24]3[CH2:29][CH2:28]S[CH2:26][CH2:25]3)=[CH:20][CH:19]=2)=[N:15][N:14]=1.O[O:31][S:32]([O-:34])=O.[K+].S(=O)(O)[O-].[Na+].C(=O)([O-])[O-].[Na+].[Na+]. The catalyst is CO.O. The product is [CH3:1][C:2]1[O:6][N:5]=[C:4]([C:7]2[CH:12]=[CH:11][CH:10]=[CH:9][CH:8]=2)[C:3]=1[C:13]1[O:17][C:16]([C:18]2[CH:19]=[CH:20][C:21]([N:24]3[CH2:25][CH2:26][S:32](=[O:34])(=[O:31])[CH2:28][CH2:29]3)=[CH:22][CH:23]=2)=[N:15][N:14]=1. The yield is 0.290.